This data is from Full USPTO retrosynthesis dataset with 1.9M reactions from patents (1976-2016). The task is: Predict the reactants needed to synthesize the given product. (1) Given the product [CH3:10][O:9][C:7](=[O:8])[C:6]1[CH:11]=[C:2]([Cl:1])[CH:3]=[CH:4][C:5]=1[O:12][C@H:36]1[CH2:37][CH2:38][C@@H:33]([O:32][Si:31]([C:27]([CH3:30])([CH3:29])[CH3:28])([CH3:40])[CH3:41])[CH2:34][CH2:35]1, predict the reactants needed to synthesize it. The reactants are: [Cl:1][C:2]1[CH:3]=[CH:4][C:5]([OH:12])=[C:6]([CH:11]=1)[C:7]([O:9][CH3:10])=[O:8].N(C(OC(C)C)=O)=NC(OC(C)C)=O.[C:27]([Si:31]([CH3:41])([CH3:40])[O:32][C@H:33]1[CH2:38][CH2:37][C@H:36](O)[CH2:35][CH2:34]1)([CH3:30])([CH3:29])[CH3:28].C1(P(C2C=CC=CC=2)C2C=CC=CC=2)C=CC=CC=1. (2) Given the product [NH2:24][C:6]1[C:7]([C:8]([O:10][C:11]2[CH:16]=[C:15]([NH:17][S:18]([CH3:21])(=[O:20])=[O:19])[CH:14]=[C:13]([OH:22])[CH:12]=2)=[O:9])=[C:2]([Cl:1])[N:3]=[CH:4][N:5]=1, predict the reactants needed to synthesize it. The reactants are: [Cl:1][C:2]1[C:7]([C:8]([O:10][C:11]2[CH:16]=[C:15]([NH:17][S:18]([CH3:21])(=[O:20])=[O:19])[CH:14]=[C:13]([OH:22])[CH:12]=2)=[O:9])=[C:6](Cl)[N:5]=[CH:4][N:3]=1.[NH3:24]. (3) Given the product [C:6]([C:5]1[CH:8]=[CH:9][C:2]([NH:1][C:15](=[O:17])[CH2:16][CH:11]([CH3:10])[CH2:12][C:13]([OH:18])=[O:14])=[CH:3][CH:4]=1)#[N:7], predict the reactants needed to synthesize it. The reactants are: [NH2:1][C:2]1[CH:9]=[CH:8][C:5]([C:6]#[N:7])=[CH:4][CH:3]=1.[CH3:10][CH:11]1[CH2:16][C:15](=[O:17])[O:14][C:13](=[O:18])[CH2:12]1. (4) Given the product [F:12][C:13]1[CH:20]=[CH:19][C:16]([C@@H:17]([N:6]2[C@H:5]([CH2:7][CH:8]([CH3:9])[CH3:10])[C:4](=[O:11])[NH:28][C@H:29]([CH:33]3[CH2:34][C:35]4[C:40](=[CH:39][CH:38]=[CH:37][CH:36]=4)[CH2:41]3)[C:30]2=[O:32])[C:46]([NH:45][CH:42]([CH3:44])[CH3:43])=[O:48])=[CH:15][CH:14]=1, predict the reactants needed to synthesize it. The reactants are: Cl.CO[C:4](=[O:11])[C@@H:5]([CH2:7][CH:8]([CH3:10])[CH3:9])[NH2:6].[F:12][C:13]1[CH:20]=[CH:19][C:16]([CH:17]=O)=[CH:15][CH:14]=1.C(OC([NH:28][C@H:29]([CH:33]1[CH2:41][C:40]2[C:35](=[CH:36][CH:37]=[CH:38][CH:39]=2)[CH2:34]1)[C:30]([OH:32])=O)=O)(C)(C)C.[CH:42]([N+:45]#[C-:46])([CH3:44])[CH3:43].C[OH:48].